From a dataset of hERG channel blocking data for cardiac toxicity assessment. Regression/Classification. Given a drug SMILES string, predict its toxicity properties. Task type varies by dataset: regression for continuous values (e.g., LD50, hERG inhibition percentage) or binary classification for toxic/non-toxic outcomes (e.g., AMES mutagenicity, cardiotoxicity, hepatotoxicity). Dataset: herg. (1) The molecule is CC[C@H]1OC(=O)[C@H](C)[C@H](O[C@H]2C[C@](C)(OC)[C@H](O)[C@@H](C)O2)[C@@H](C)[C@@H](O[C@H]2O[C@H](C)C[C@@H]([NH+](C)C)[C@H]2O)[C@](C)(O)C[C@@H](C)C(=O)[C@H](C)[C@@H](O)[C@@]1(C)O. The result is 0 (non-blocker). (2) The compound is CC(C)Oc1cc([C@H](C2=CN[C@H](C(O)(C(F)(F)F)C(F)(F)F)S2)c2ccc[n+]([O-])c2)ccc1OC(F)F. The result is 1 (blocker). (3) The drug is O=C1NCCN1CC[NH+]1CCC(c2cn(C3CCCCC3)c3ccc(Cl)cc23)CC1. The result is 0 (non-blocker). (4) The drug is OCCOCCN1CCN([C@H](c2ccccc2)c2ccc(Cl)cc2)CC1. The result is 1 (blocker). (5) The compound is Fc1ccc2c(C3C[NH2+]CCC3F)c(-c3ccsc3)[nH]c2c1. The result is 1 (blocker). (6) The molecule is O=c1cc[nH+]c(NCC2CCN(c3nc4ccccc4n3Cc3ccc(F)cc3)CC2)[nH]1. The result is 1 (blocker). (7) The compound is COc1ccc(CC(=O)Nc2cc3c(cc2[N+](=O)[O-])OC(C)(C)[C@H](O)[C@H]3NC2CC2)cc1. The result is 0 (non-blocker). (8) The compound is CCCOC(C(=O)OC1CCN(C)CC1)(c1ccccc1)c1ccccc1. The result is 1 (blocker).